Dataset: Full USPTO retrosynthesis dataset with 1.9M reactions from patents (1976-2016). Task: Predict the reactants needed to synthesize the given product. (1) The reactants are: [OH-].[Na+].CO.C[O:6][C:7](=[O:42])[C:8]1[CH:13]=[CH:12][C:11]([CH2:14][N:15]([CH2:24][CH2:25][CH2:26][CH2:27][CH2:28][O:29][C:30]2[CH:31]=[C:32]3[C:37](=[CH:38][CH:39]=2)[N:36]([CH3:40])[C:35](=[O:41])[CH:34]=[CH:33]3)[CH2:16][CH2:17][C:18]2[CH:19]=[N:20][CH:21]=[CH:22][CH:23]=2)=[CH:10][CH:9]=1.O. Given the product [CH3:40][N:36]1[C:37]2[C:32](=[CH:31][C:30]([O:29][CH2:28][CH2:27][CH2:26][CH2:25][CH2:24][N:15]([CH2:14][C:11]3[CH:12]=[CH:13][C:8]([C:7]([OH:42])=[O:6])=[CH:9][CH:10]=3)[CH2:16][CH2:17][C:18]3[CH:19]=[N:20][CH:21]=[CH:22][CH:23]=3)=[CH:39][CH:38]=2)[CH:33]=[CH:34][C:35]1=[O:41], predict the reactants needed to synthesize it. (2) Given the product [Cl:44][C:45]1[CH:54]=[CH:53][CH:52]=[C:51]([CH3:55])[C:46]=1[C:47]([NH:49][NH:50][C:19]([C:17]1[CH:16]=[CH:15][CH:14]=[C:13]([C:12]#[C:11][C:3]2[CH:2]=[N:1][C:10]3[C:5]([CH:4]=2)=[CH:6][CH:7]=[CH:8][CH:9]=3)[N:18]=1)=[O:21])=[O:48], predict the reactants needed to synthesize it. The reactants are: [N:1]1[C:10]2[C:5](=[CH:6][CH:7]=[CH:8][CH:9]=2)[CH:4]=[C:3]([C:11]#[C:12][C:13]2[N:18]=[C:17]([C:19]([OH:21])=O)[CH:16]=[CH:15][CH:14]=2)[CH:2]=1.Cl.CN(C)CCCN=C=NCC.ON1C2C=CC=CC=2N=N1.[Cl:44][C:45]1[CH:54]=[CH:53][CH:52]=[C:51]([CH3:55])[C:46]=1[C:47]([NH:49][NH2:50])=[O:48]. (3) Given the product [NH2:16][C:11]1[C:10]([O:17][CH3:18])=[C:9]([F:19])[C:8]([Br:7])=[C:13]([CH3:14])[C:12]=1[C:6]#[N:3], predict the reactants needed to synthesize it. The reactants are: O.C[N:3]([CH3:6])C=O.[Br:7][C:8]1[C:13]([CH3:14])=[C:12](I)[C:11]([NH2:16])=[C:10]([O:17][CH3:18])[C:9]=1[F:19]. (4) Given the product [Cl:23][C:17]1[CH:16]=[C:15]([N:12]2[C:13]([CH3:14])=[C:9]([O:8][C:5]3[CH:4]=[CH:3][C:2]([NH:1][S:33]([CH3:32])(=[O:35])=[O:34])=[N:7][CH:6]=3)[C:10]([CH3:24])=[N:11]2)[CH:22]=[CH:21][C:18]=1[C:19]#[N:20], predict the reactants needed to synthesize it. The reactants are: [NH2:1][C:2]1[N:7]=[CH:6][C:5]([O:8][C:9]2[C:10]([CH3:24])=[N:11][N:12]([C:15]3[CH:22]=[CH:21][C:18]([C:19]#[N:20])=[C:17]([Cl:23])[CH:16]=3)[C:13]=2[CH3:14])=[CH:4][CH:3]=1.C(N(CC)CC)C.[CH3:32][S:33](Cl)(=[O:35])=[O:34].O.